From a dataset of Reaction yield outcomes from USPTO patents with 853,638 reactions. Predict the reaction yield, written as a fraction of the theoretical maximum amount of product (1.0 means a 100% yield; for example, 0.34 means a 34% yield). (1) The reactants are [N+:1]([O-:4])(O)=[O:2].[F:5][C:6]1[CH:15]=[CH:14][CH:13]=[C:12]([F:16])[C:7]=1[C:8]([O:10][CH3:11])=[O:9]. The catalyst is S(=O)(=O)(O)O. The product is [F:5][C:6]1[C:15]([N+:1]([O-:4])=[O:2])=[CH:14][CH:13]=[C:12]([F:16])[C:7]=1[C:8]([O:10][CH3:11])=[O:9]. The yield is 0.806. (2) The reactants are [CH3:1][C:2]1[C:6]2[C:7](=[O:19])[N:8]([CH2:11][CH2:12][N:13]3[CH2:18][CH2:17][O:16][CH2:15][CH2:14]3)[CH2:9][CH2:10][C:5]=2[NH:4][C:3]=1[CH:20]=O.[O:22]=[C:23]1[CH2:31][C:30]2[C:25](=[CH:26][CH:27]=[C:28]([NH:32][C:33](=[O:35])[CH3:34])[CH:29]=2)[NH:24]1. No catalyst specified. The product is [CH3:1][C:2]1[C:6]2[C:7](=[O:19])[N:8]([CH2:11][CH2:12][N:13]3[CH2:14][CH2:15][O:16][CH2:17][CH2:18]3)[CH2:9][CH2:10][C:5]=2[NH:4][C:3]=1[CH:20]=[C:31]1[C:30]2[C:25](=[CH:26][CH:27]=[C:28]([NH:32][C:33](=[O:35])[CH3:34])[CH:29]=2)[NH:24][C:23]1=[O:22]. The yield is 0.712. (3) The reactants are [F:1][C:2]1[CH:3]=[C:4]([CH2:9][C:10]([NH:12][C@H:13]([C:15]([NH:17][C@@H:18]2[C:24](=[O:25])[N:23]([CH2:26][C:27](O)=[O:28])[C:22]3[CH:30]=[CH:31][CH:32]=[CH:33][C:21]=3[O:20][C@@H:19]2[C:34]2[CH:39]=[CH:38][CH:37]=[CH:36][CH:35]=2)=[O:16])[CH3:14])=[O:11])[CH:5]=[C:6]([F:8])[CH:7]=1.[CH:41]1[CH:41]=[CH:42][C:43]2[N:48](O)N=[N:48][C:43]=2[CH:42]=1.CN1CCOCC1.N1CCC1.CCN=C=NCCCN(C)C.Cl. The catalyst is ClCCl.C(OCC)(=O)C. The product is [N:48]1([C:27](=[O:28])[CH2:26][N:23]2[C:22]3[CH:30]=[CH:31][CH:32]=[CH:33][C:21]=3[O:20][C@H:19]([C:34]3[CH:39]=[CH:38][CH:37]=[CH:36][CH:35]=3)[C@H:18]([NH:17][C:15](=[O:16])[C@H:13]([CH3:14])[NH:12][C:10](=[O:11])[CH2:9][C:4]3[CH:3]=[C:2]([F:1])[CH:7]=[C:6]([F:8])[CH:5]=3)[C:24]2=[O:25])[CH2:43][CH2:42][CH2:41]1. The yield is 0.810. (4) The yield is 0.692. The catalyst is CCO. The reactants are [CH3:1][O:2][C:3](=[O:18])[C:4]1[CH:9]=[C:8]([N:10]2[CH2:15][CH2:14][O:13][CH2:12][CH2:11]2)[CH:7]=[C:6]([NH2:16])[C:5]=1[NH2:17].S(S([O-])=O)([O-])(=O)=O.[Na+].[Na+].O.[F:29][C:30]([F:40])([F:39])[C:31]1[CH:38]=[CH:37][CH:36]=[CH:35][C:32]=1[CH:33]=O. The product is [CH3:1][O:2][C:3]([C:4]1[C:5]2[N:17]=[C:33]([C:32]3[CH:35]=[CH:36][CH:37]=[CH:38][C:31]=3[C:30]([F:29])([F:39])[F:40])[NH:16][C:6]=2[CH:7]=[C:8]([N:10]2[CH2:11][CH2:12][O:13][CH2:14][CH2:15]2)[CH:9]=1)=[O:18]. (5) The reactants are [C:1]([O:5][C:6]([N:8]([CH2:10][C:11]1[CH:19]=[CH:18][CH:17]=[C:13]([C:14]([OH:16])=O)[C:12]=1[C:20]([OH:22])=O)[CH3:9])=[O:7])([CH3:4])([CH3:3])[CH3:2].Cl.[NH2:24][CH:25]1[CH2:31][CH2:30][C:29](=[O:32])[NH:28][C:26]1=[O:27]. The catalyst is N1C=CC=CC=1. The product is [C:1]([O:5][C:6](=[O:7])[N:8]([CH2:10][C:11]1[CH:19]=[CH:18][CH:17]=[C:13]2[C:12]=1[C:20](=[O:22])[N:24]([CH:25]1[CH2:31][CH2:30][C:29](=[O:32])[NH:28][C:26]1=[O:27])[C:14]2=[O:16])[CH3:9])([CH3:2])([CH3:3])[CH3:4]. The yield is 0.600. (6) The reactants are [CH3:1][C@H:2]1[CH2:7][NH:6][C@H:5]([CH3:8])[CH2:4][N:3]1[C:9]([O:11][CH2:12][CH3:13])=[O:10].[CH2:14](Br)[CH:15]=[CH2:16].C(=O)([O-])[O-].[Na+].[Na+]. The catalyst is C(#N)C. The product is [CH2:16]([N:6]1[C@H:5]([CH3:8])[CH2:4][N:3]([C:9]([O:11][CH2:12][CH3:13])=[O:10])[C@@H:2]([CH3:1])[CH2:7]1)[CH:15]=[CH2:14]. The yield is 0.810. (7) The reactants are [O:1]=[CH:2][C@@H:3]([C@H:5]([C@@H:7]([C@@H:9]([CH2:11][OH:12])[OH:10])[OH:8])[OH:6])[OH:4].FC(F)(F)S(O)(=O)=O.[CH2:21](O)[CH:22]=[CH2:23].[C:25](Cl)([C:38]1[CH:43]=[CH:42][CH:41]=[CH:40][CH:39]=1)(C1C=CC=CC=1)C1C=CC=CC=1.[CH2:45](Cl)[C:46]1[CH:51]=[CH:50][CH:49]=[CH:48][CH:47]=1.[H-].[Na+]. The catalyst is C(N(CC)CC)C. The product is [CH2:21]([O:1][CH:2]1[O:10][C@H:9]([CH2:11][OH:12])[C@@H:7]([O:8][CH2:45][C:46]2[CH:51]=[CH:50][CH:49]=[CH:48][CH:47]=2)[C@H:5]([O:6][CH2:25][C:38]2[CH:43]=[CH:42][CH:41]=[CH:40][CH:39]=2)[C@H:3]1[O:4][CH2:25][C:38]1[CH:39]=[CH:40][CH:41]=[CH:42][CH:43]=1)[CH:22]=[CH2:23]. The yield is 0.540. (8) The reactants are [CH3:1][C@H:2]1[C:6](=[O:7])[O:5][C:4](=[O:8])[NH:3]1.[C:9](Cl)(=[O:16])[C:10]1[CH:15]=[CH:14][CH:13]=[CH:12][CH:11]=1. The catalyst is C(OCC)(=O)C.CN(C)C1C=CN=CC=1. The product is [C:9]([N:3]1[C@@H:2]([CH3:1])[C:6](=[O:7])[O:5][C:4]1=[O:8])(=[O:16])[C:10]1[CH:15]=[CH:14][CH:13]=[CH:12][CH:11]=1. The yield is 0.800.